From a dataset of Reaction yield outcomes from USPTO patents with 853,638 reactions. Predict the reaction yield, written as a fraction of the theoretical maximum amount of product (1.0 means a 100% yield; for example, 0.34 means a 34% yield). (1) The reactants are [Br:1][C:2]1[C:7]2[N:8]([CH2:12][CH2:13][CH2:14][C:15]([O:17][CH2:18][CH3:19])=[O:16])[C:9](Cl)=[N:10][C:6]=2[CH:5]=[CH:4][CH:3]=1.[Cl:20][C:21]1[CH:27]=[C:26]([Cl:28])[CH:25]=[CH:24][C:22]=1[NH2:23].O.C1(C)C=CC(S(O)(=O)=O)=CC=1.C(=O)([O-])O.[Na+]. The catalyst is C1(C)C(C)=CC=CC=1. The product is [Br:1][C:2]1[C:7]2[N:8]([CH2:12][CH2:13][CH2:14][C:15]([O:17][CH2:18][CH3:19])=[O:16])[C:9]([NH:23][C:22]3[CH:24]=[CH:25][C:26]([Cl:28])=[CH:27][C:21]=3[Cl:20])=[N:10][C:6]=2[CH:5]=[CH:4][CH:3]=1. The yield is 0.750. (2) The reactants are [CH2:1]1[O:16][C:15]2[C:3](=[C:4]([CH:12]=[CH:13][CH:14]=2)[CH:5]=[CH:6][C:7]([O:9]CC)=[O:8])[O:2]1.[OH-].[K+]. The catalyst is CO.O. The product is [CH2:1]1[O:16][C:15]2[C:3](=[C:4]([CH:12]=[CH:13][CH:14]=2)[CH:5]=[CH:6][C:7]([OH:9])=[O:8])[O:2]1. The yield is 0.950. (3) The reactants are [Cl:1][C:2]1[CH:15]=[CH:14][C:5]2[S:6][C:7]([S:10](Cl)(=[O:12])=[O:11])=[C:8]([CH3:9])[C:4]=2[CH:3]=1.[CH3:16][N:17]1[CH2:22][CH2:21][CH:20]([C:23]2[C:31]3[C:26](=[CH:27][CH:28]=[C:29]([NH2:32])[CH:30]=3)[NH:25][N:24]=2)[CH2:19][CH2:18]1. The catalyst is CN(C)C=O. The product is [CH3:16][N:17]1[CH2:18][CH2:19][CH:20]([C:23]2[C:31]3[C:26](=[CH:27][CH:28]=[C:29]([NH:32][S:10]([C:7]4[S:6][C:5]5[CH:14]=[CH:15][C:2]([Cl:1])=[CH:3][C:4]=5[C:8]=4[CH3:9])(=[O:12])=[O:11])[CH:30]=3)[NH:25][N:24]=2)[CH2:21][CH2:22]1. The yield is 0.260. (4) The reactants are [CH3:1][C:2]1[CH:7]=[CH:6][C:5]([CH3:8])=[CH:4][C:3]=1[NH:9][C:10]1[N:15]2[N:16]=[CH:17][C:18]([C:19](O)=[O:20])=[C:14]2[N:13]=[CH:12][C:11]=1[C:22]([N:24]1[CH2:29][CH2:28][C:27]2([C:33]3[CH:34]=[CH:35][C:36]([F:38])=[CH:37][C:32]=3[O:31][CH2:30]2)[CH2:26][CH2:25]1)=[O:23].[CH2:39]([S:41]([NH2:44])(=[O:43])=[O:42])[CH3:40]. No catalyst specified. The product is [CH3:1][C:2]1[CH:7]=[CH:6][C:5]([CH3:8])=[CH:4][C:3]=1[NH:9][C:10]1[N:15]2[N:16]=[CH:17][C:18]([C:19]([NH:44][S:41]([CH2:39][CH3:40])(=[O:43])=[O:42])=[O:20])=[C:14]2[N:13]=[CH:12][C:11]=1[C:22]([N:24]1[CH2:25][CH2:26][C:27]2([C:33]3[CH:34]=[CH:35][C:36]([F:38])=[CH:37][C:32]=3[O:31][CH2:30]2)[CH2:28][CH2:29]1)=[O:23]. The yield is 0.270. (5) The reactants are [CH3:1][N:2]1[C:10]([CH2:11][N:12]2[CH2:17][CH2:16][CH:15]([C:18]([OH:21])([CH3:20])[CH3:19])[CH2:14][CH2:13]2)=[N:9][C:8]2[C:3]1=[N:4][C:5]([Sn](CCCC)(CCCC)CCCC)=[N:6][C:7]=2[N:22]1[CH2:27][CH2:26][O:25][CH2:24][CH2:23]1.Br[C:42]1[CH:51]=[CH:50][CH:49]=[C:48]2[C:43]=1[CH:44]=[CH:45][N:46]=[C:47]2[NH2:52]. The catalyst is O1CCOCC1.S1C=CC=C1C([O-])=O.[Cu+].C1C=CC([P]([Pd]([P](C2C=CC=CC=2)(C2C=CC=CC=2)C2C=CC=CC=2)([P](C2C=CC=CC=2)(C2C=CC=CC=2)C2C=CC=CC=2)[P](C2C=CC=CC=2)(C2C=CC=CC=2)C2C=CC=CC=2)(C2C=CC=CC=2)C2C=CC=CC=2)=CC=1. The product is [NH2:52][C:47]1[C:48]2[C:43](=[C:42]([C:5]3[N:4]=[C:3]4[C:8]([N:9]=[C:10]([CH2:11][N:12]5[CH2:13][CH2:14][CH:15]([C:18]([OH:21])([CH3:20])[CH3:19])[CH2:16][CH2:17]5)[N:2]4[CH3:1])=[C:7]([N:22]4[CH2:27][CH2:26][O:25][CH2:24][CH2:23]4)[N:6]=3)[CH:51]=[CH:50][CH:49]=2)[CH:44]=[CH:45][N:46]=1. The yield is 0.182. (6) The reactants are [CH2:1]([O:3][CH:4]([O:18][CH2:19][CH3:20])[CH2:5][NH:6][CH2:7][C:8]1[C:17]2[C:12](=[CH:13][CH:14]=[CH:15][CH:16]=2)[N:11]=[CH:10][CH:9]=1)[CH3:2].[CH:21]1[C:33]2[CH:32]([CH2:34][O:35][C:36]([NH:38][C@@H:39]([CH2:43][C:44]3[CH:49]=[CH:48][C:47]([O:50][C:51]([CH3:54])([CH3:53])[CH3:52])=[CH:46][CH:45]=3)[C:40](O)=[O:41])=[O:37])[C:31]3[C:26](=[CH:27][CH:28]=[CH:29][CH:30]=3)[C:25]=2[CH:24]=[CH:23][CH:22]=1. No catalyst specified. The product is [C:51]([O:50][C:47]1[CH:46]=[CH:45][C:44]([CH2:43][C@H:39]([NH:38][C:36](=[O:37])[O:35][CH2:34][CH:32]2[C:33]3[CH:21]=[CH:22][CH:23]=[CH:24][C:25]=3[C:26]3[C:31]2=[CH:30][CH:29]=[CH:28][CH:27]=3)[C:40]([N:6]([CH2:5][CH:4]([O:3][CH2:1][CH3:2])[O:18][CH2:19][CH3:20])[CH2:7][C:8]2[C:17]3[C:12](=[CH:13][CH:14]=[CH:15][CH:16]=3)[N:11]=[CH:10][CH:9]=2)=[O:41])=[CH:49][CH:48]=1)([CH3:54])([CH3:52])[CH3:53]. The yield is 0.760. (7) The reactants are [Cl:1][C:2]1[CH:3]=[CH:4][C:5]([CH3:11])=[C:6]([CH2:8][C:9]#[N:10])[CH:7]=1.CO. The catalyst is CC1CCCO1. The product is [ClH:1].[Cl:1][C:2]1[CH:3]=[CH:4][C:5]([CH3:11])=[C:6]([CH2:8][CH2:9][NH2:10])[CH:7]=1. The yield is 0.480. (8) The reactants are [CH2:1]([C:3]([C:21]1[CH:34]=[CH:33][C:24]([O:25][CH2:26][C@H](O)CCCO)=[C:23]([CH3:35])[CH:22]=1)([C:6]1[CH:11]=[CH:10][C:9](/[CH:12]=[CH:13]/[C:14]([CH2:18][CH3:19])([OH:17])[CH2:15][CH3:16])=[C:8]([CH3:20])[CH:7]=1)[CH2:4][CH3:5])[CH3:2].[CH:36]1C=CC(P(C2C=CC=CC=2)C2C=CC=CC=2)=CC=1.C1(=O)NC(=O)C2=CC=CC=C12.[CH3:77][CH2:76][O:75][C:73](/N=N/[C:73]([O:75][CH2:76][CH3:77])=O)=O. The catalyst is C1COCC1. The product is [CH2:15]([C:14]([OH:17])([CH2:18][CH3:19])/[CH:13]=[CH:12]/[C:9]1[CH:10]=[CH:11][C:6]([C:3]([CH2:4][CH3:5])([C:21]2[CH:34]=[CH:33][C:24]([O:25][CH2:26][C@H:76]3[CH2:77][CH2:36][CH2:73][O:75]3)=[C:23]([CH3:35])[CH:22]=2)[CH2:1][CH3:2])=[CH:7][C:8]=1[CH3:20])[CH3:16]. The yield is 0.765. (9) The reactants are [CH2:1]([O:8][C:9]1[C:10]([CH2:27][OH:28])=[N:11][CH:12]=[C:13]([C:25]=1[OH:26])[C:14]([NH:16][CH2:17][C:18]1[CH:23]=[CH:22][C:21]([F:24])=[CH:20][CH:19]=1)=[O:15])[C:2]1[CH:7]=[CH:6][CH:5]=[CH:4][CH:3]=1. The catalyst is C(Cl)(Cl)Cl.[O-2].[O-2].[Mn+4]. The product is [CH2:1]([O:8][C:9]1[C:10]([CH:27]=[O:28])=[N:11][CH:12]=[C:13]([C:25]=1[OH:26])[C:14]([NH:16][CH2:17][C:18]1[CH:19]=[CH:20][C:21]([F:24])=[CH:22][CH:23]=1)=[O:15])[C:2]1[CH:7]=[CH:6][CH:5]=[CH:4][CH:3]=1. The yield is 0.840. (10) The reactants are Br.[CH2:2]([C:4]1[N:5]=[C:6]([C@@H:9]([NH2:20])[CH2:10][C:11]2[CH:16]=[CH:15][C:14]([N+:17]([O-:19])=[O:18])=[CH:13][CH:12]=2)[S:7][CH:8]=1)[CH3:3].[C:21]1([CH2:27][C:28](O)=[O:29])[CH:26]=[CH:25][CH:24]=[CH:23][CH:22]=1.ON1C2C=CC=CC=2N=N1.CN(C)CCCN=C=NCC.C(N(CC)CC)C. The catalyst is CN(C=O)C.O. The product is [CH2:2]([C:4]1[N:5]=[C:6]([CH:9]([NH:20][C:28](=[O:29])[CH2:27][C:21]2[CH:26]=[CH:25][CH:24]=[CH:23][CH:22]=2)[CH2:10][C:11]2[CH:16]=[CH:15][C:14]([N+:17]([O-:19])=[O:18])=[CH:13][CH:12]=2)[S:7][CH:8]=1)[CH3:3]. The yield is 0.600.